From a dataset of Full USPTO retrosynthesis dataset with 1.9M reactions from patents (1976-2016). Predict the reactants needed to synthesize the given product. Given the product [CH3:1][O:2][C:3]1[C:8]([C@@H:9]2[O:10][CH:14]=[N:13][C@H:15]2[C:16]([N:18]2[CH2:22][CH2:21][CH2:20][CH2:19]2)=[O:17])=[CH:7][CH:6]=[CH:5][N:4]=1, predict the reactants needed to synthesize it. The reactants are: [CH3:1][O:2][C:3]1[C:8]([CH:9]=[O:10])=[CH:7][CH:6]=[CH:5][N:4]=1.[OH-].[K+].[N+:13]([CH2:15][C:16]([N:18]1[CH2:22][CH2:21][CH2:20][CH2:19]1)=[O:17])#[C-:14].